Dataset: Merck oncology drug combination screen with 23,052 pairs across 39 cell lines. Task: Regression. Given two drug SMILES strings and cell line genomic features, predict the synergy score measuring deviation from expected non-interaction effect. (1) Drug 1: O=C(O)C1(Cc2cccc(Nc3nccs3)n2)CCC(Oc2cccc(Cl)c2F)CC1. Drug 2: CCC1(O)C(=O)OCc2c1cc1n(c2=O)Cc2cc3c(CN(C)C)c(O)ccc3nc2-1. Cell line: OV90. Synergy scores: synergy=14.3. (2) Drug 1: N.N.O=C(O)C1(C(=O)O)CCC1.[Pt]. Drug 2: CCc1cnn2c(NCc3ccc[n+]([O-])c3)cc(N3CCCCC3CCO)nc12. Cell line: T47D. Synergy scores: synergy=-76.7. (3) Drug 1: COC1CC2CCC(C)C(O)(O2)C(=O)C(=O)N2CCCCC2C(=O)OC(C(C)CC2CCC(OP(C)(C)=O)C(OC)C2)CC(=O)C(C)C=C(C)C(O)C(OC)C(=O)C(C)CC(C)C=CC=CC=C1C. Drug 2: CCc1c2c(nc3ccc(O)cc13)-c1cc3c(c(=O)n1C2)COC(=O)C3(O)CC. Cell line: VCAP. Synergy scores: synergy=28.3. (4) Drug 1: Nc1ccn(C2OC(CO)C(O)C2(F)F)c(=O)n1. Drug 2: CNC(=O)c1cc(Oc2ccc(NC(=O)Nc3ccc(Cl)c(C(F)(F)F)c3)cc2)ccn1. Cell line: VCAP. Synergy scores: synergy=-13.0. (5) Drug 1: CN1C(=O)C=CC2(C)C3CCC4(C)C(NC(=O)OCC(F)(F)F)CCC4C3CCC12. Drug 2: N.N.O=C(O)C1(C(=O)O)CCC1.[Pt]. Cell line: MDAMB436. Synergy scores: synergy=3.75. (6) Drug 1: O=c1[nH]cc(F)c(=O)[nH]1. Drug 2: Cn1cc(-c2cnn3c(N)c(Br)c(C4CCCNC4)nc23)cn1. Cell line: EFM192B. Synergy scores: synergy=1.91.